From a dataset of Catalyst prediction with 721,799 reactions and 888 catalyst types from USPTO. Predict which catalyst facilitates the given reaction. (1) Reactant: [C:1]([C:5]1[CH:10]=[CH:9][CH:8]=[CH:7][C:6]=1[N:11]1[CH2:16][CH2:15][N:14]([C:17](=[O:21])[C:18](O)=[O:19])[CH2:13][CH2:12]1)([CH3:4])([CH3:3])[CH3:2].Cl.[NH:23]1[CH2:27][CH2:26][CH:25]([C:28]([O:30][CH3:31])=[O:29])[CH2:24]1.C(N(CC)CC)C.CCN=C=NCCCN(C)C.C1C=CC2N(O)N=NC=2C=1.C([O-])(O)=O.[Na+]. Product: [C:1]([C:5]1[CH:10]=[CH:9][CH:8]=[CH:7][C:6]=1[N:11]1[CH2:12][CH2:13][N:14]([C:17](=[O:21])[C:18]([N:23]2[CH2:27][CH2:26][CH:25]([C:28]([O:30][CH3:31])=[O:29])[CH2:24]2)=[O:19])[CH2:15][CH2:16]1)([CH3:2])([CH3:3])[CH3:4]. The catalyst class is: 9. (2) Reactant: [C:1]([C:3]1[CH:4]=[C:5]([CH:22]=[CH:23][CH:24]=1)[O:6][C:7]1[CH:8]=[C:9]([C:16]([N+:19]([O-])=[O:20])=[CH:17][CH:18]=1)[CH2:10][C@@H:11]([C:13](O)=[O:14])[NH2:12])#[N:2].[ClH:25]. Product: [ClH:25].[NH2:12][C@H:11]1[CH2:10][C:9]2[C:16](=[CH:17][CH:18]=[C:7]([O:6][C:5]3[CH:4]=[C:3]([CH:24]=[CH:23][CH:22]=3)[C:1]#[N:2])[CH:8]=2)[N:19]([OH:20])[C:13]1=[O:14]. The catalyst class is: 440. (3) Reactant: Cl[C:2]1[C:3]2[N:4]([CH:10]=[CH:11][CH:12]=2)[N:5]=[CH:6][C:7]=1[C:8]#[N:9].[NH2:13][CH:14]1[CH2:19][CH2:18][CH2:17][CH:16]([OH:20])[CH2:15]1.CCN(C(C)C)C(C)C. Product: [OH:20][CH:16]1[CH2:17][CH2:18][CH2:19][CH:14]([NH:13][C:2]2[C:3]3[N:4]([CH:10]=[CH:11][CH:12]=3)[N:5]=[CH:6][C:7]=2[C:8]#[N:9])[CH2:15]1. The catalyst class is: 3. (4) Reactant: [CH3:1][C@H:2]1[NH:7][C@@H:6]([CH3:8])[CH2:5][N:4]([C:9]2[CH:10]=[C:11]([C:15]([O:17]CC)=[O:16])[CH:12]=[N:13][CH:14]=2)[CH2:3]1.[OH-].[Li+]. Product: [CH3:8][C@H:6]1[NH:7][C@@H:2]([CH3:1])[CH2:3][N:4]([C:9]2[CH:10]=[C:11]([C:15]([OH:17])=[O:16])[CH:12]=[N:13][CH:14]=2)[CH2:5]1. The catalyst class is: 7. (5) Product: [CH2:29]([C:21]1[CH:22]=[C:23]2[C:28](=[C:19]([O:18][CH:15]3[CH2:16][CH2:17][N:12]([CH2:11][CH:9]4[CH2:10][CH2:5][NH:6][CH2:7][CH2:8]4)[CH2:13][CH2:14]3)[CH:20]=1)[N:27]=[CH:26][CH:25]=[CH:24]2)[CH2:30][CH2:31][CH3:32]. Reactant: CC([CH:5]1[CH2:10][CH:9]([CH2:11][N:12]2[CH2:17][CH2:16][CH:15]([O:18][C:19]3[CH:20]=[C:21]([CH2:29][CH2:30][CH2:31][CH3:32])[CH:22]=[C:23]4[C:28]=3[N:27]=[CH:26][CH:25]=[CH:24]4)[CH2:14][CH2:13]2)[CH2:8][CH2:7][N:6]1C([O-])=O)(C)C.C(O)(C(F)(F)F)=O.C1(C)C=CC=CC=1. The catalyst class is: 2. (6) Reactant: [Br:1][C:2]1[CH:3]=[CH:4][CH:5]=[C:6]2[C:11]=1[N:10]=[C:9]([C:12]([OH:14])=[O:13])[CH:8]=[CH:7]2.[C:15](Cl)(=O)C(Cl)=O.CO. Product: [Br:1][C:2]1[CH:3]=[CH:4][CH:5]=[C:6]2[C:11]=1[N:10]=[C:9]([C:12]([O:14][CH3:15])=[O:13])[CH:8]=[CH:7]2. The catalyst class is: 59.